From a dataset of Forward reaction prediction with 1.9M reactions from USPTO patents (1976-2016). Predict the product of the given reaction. Given the reactants [C:1]([C:3]1[CH:11]=[CH:10][C:6]([C:7]([OH:9])=O)=[C:5]([F:12])[CH:4]=1)#[N:2].CN(C(ON1N=NC2C=CC=NC1=2)=[N+](C)C)C.F[P-](F)(F)(F)(F)F.[CH3:37][O:38][C:39]1[CH:44]=[C:43]([NH2:45])[CH:42]=[CH:41][N:40]=1.CCN(CC)CC, predict the reaction product. The product is: [C:1]([C:3]1[CH:11]=[CH:10][C:6]([C:7]([NH:45][C:43]2[CH:42]=[CH:41][N:40]=[C:39]([O:38][CH3:37])[CH:44]=2)=[O:9])=[C:5]([F:12])[CH:4]=1)#[N:2].